This data is from CYP1A2 inhibition data for predicting drug metabolism from PubChem BioAssay. The task is: Regression/Classification. Given a drug SMILES string, predict its absorption, distribution, metabolism, or excretion properties. Task type varies by dataset: regression for continuous measurements (e.g., permeability, clearance, half-life) or binary classification for categorical outcomes (e.g., BBB penetration, CYP inhibition). Dataset: cyp1a2_veith. (1) The compound is O=C(c1cnccn1)N1CCC2(CCCN(c3cccc(-c4ccccc4)c3)C2)CC1. The result is 1 (inhibitor). (2) The compound is C[C@H](CCC(=O)NCCS(=O)(=O)[O-])[C@@H]1CC[C@H]2[C@H]3[C@@H](O)C[C@H]4C[C@@H](O)CC[C@]4(C)[C@@H]3C[C@@H](O)[C@@]21C.[Na+]. The result is 0 (non-inhibitor). (3) The compound is N#CCCn1c(=O)c(-c2cccs2)nc2cnc(N3CCNCC3)nc21. The result is 1 (inhibitor). (4) The molecule is OCCN1CCN(C(=S)c2ccc(Br)cc2)CC1. The result is 0 (non-inhibitor).